Dataset: Oral bioavailability binary classification data from Ma et al.. Task: Regression/Classification. Given a drug SMILES string, predict its absorption, distribution, metabolism, or excretion properties. Task type varies by dataset: regression for continuous measurements (e.g., permeability, clearance, half-life) or binary classification for categorical outcomes (e.g., BBB penetration, CYP inhibition). Dataset: bioavailability_ma. (1) The drug is COc1cc2c(c(OC)c1OC)-c1ccc(OC)c(=O)cc1C(NC(C)=O)CC2. The result is 1 (high bioavailability). (2) The drug is Clc1ccc(COC(Cn2ccnc2)c2ccc(Cl)cc2Cl)c(Cl)c1. The result is 1 (high bioavailability). (3) The drug is c1ccc(C2(N3CCCCC3)CCCCC2)cc1. The result is 1 (high bioavailability).